Dataset: Forward reaction prediction with 1.9M reactions from USPTO patents (1976-2016). Task: Predict the product of the given reaction. (1) The product is: [Br:10][C:11]1[C:12](=[O:19])[S:13]/[C:14](=[CH:16]\[Br:17])/[CH:15]=1. Given the reactants BrC(Br)=C1SC(=O)C=C1.[Br:10][C:11]1[C:12](=[O:19])[S:13][C:14](=[C:16](Br)[Br:17])[CH:15]=1.BrBr.Br/C=C1/C=CC(=O)S/1, predict the reaction product. (2) Given the reactants [OH:1][C:2]1[C:21]([Cl:22])=[CH:20][C:19]([Cl:23])=[CH:18][C:3]=1[C:4]([NH:6][C@H:7]([C:15]([OH:17])=[O:16])[CH2:8][C:9]1[CH:14]=[CH:13][CH:12]=[CH:11][CH:10]=1)=[O:5].Cl[C:25]1C(Cl)=C(O)[C:28](=C[CH:33]=1)[C:29](O)=[O:30].C(OCC(OC1C(Cl)=CC(Cl)=CC=1C(O)=O)=O)(=O)C.[C:55]([O:58][CH2:59][C:60]([O:62][C:63]1[C:71]([Cl:72])=[CH:70][C:69]([Cl:73])=[CH:68][C:64]=1[C:65]([Cl:67])=[O:66])=[O:61])(=[O:57])[CH3:56], predict the reaction product. The product is: [C:55]([O:58][CH2:59][C:60]([O:62][C:63]1[C:71]([Cl:72])=[CH:70][C:69]([Cl:73])=[CH:68][C:64]=1[C:65]([Cl:67])=[O:66])=[O:61])(=[O:57])[CH3:56].[CH2:25]([O:17][C:15](=[O:16])[C@H:7]([CH2:8][C:9]1[CH:10]=[CH:11][CH:12]=[CH:13][CH:14]=1)[NH2:6])[CH3:33].[C:29]([O:1][C:2]1[C:21]([Cl:22])=[CH:20][C:19]([Cl:23])=[CH:18][C:3]=1[C:4]([NH:6][C@H:7]([C:15]([OH:17])=[O:16])[CH2:8][C:9]1[CH:10]=[CH:11][CH:12]=[CH:13][CH:14]=1)=[O:5])(=[O:30])[CH3:28]. (3) The product is: [N:1]1([C:10](=[O:17])[CH2:11][CH2:12][C:13]([OH:15])=[O:14])[C:9]2[C:4](=[CH:5][CH:6]=[CH:7][CH:8]=2)[CH2:3][CH2:2]1. Given the reactants [N:1]1([C:10](=[O:17])[CH2:11][CH2:12][C:13]([O:15]C)=[O:14])[C:9]2[C:4](=[CH:5][CH:6]=[CH:7][CH:8]=2)[CH2:3][CH2:2]1, predict the reaction product. (4) Given the reactants [CH3:1][C:2]1[CH:7]=[C:6]([C:8]2[C:16]3[C:11](=[CH:12][CH:13]=[C:14]([C:17]([OH:19])=O)[CH:15]=3)[N:10]([C:20]([C:33]3[CH:38]=[CH:37][CH:36]=[CH:35][CH:34]=3)([C:27]3[CH:32]=[CH:31][CH:30]=[CH:29][CH:28]=3)[C:21]3[CH:26]=[CH:25][CH:24]=[CH:23][CH:22]=3)[N:9]=2)[CH:5]=[CH:4][N:3]=1.Cl.[F:40][C:41]1[CH:56]=[CH:55][CH:54]=[CH:53][C:42]=1[CH2:43][C:44]1([O:51][CH3:52])[CH2:49][CH2:48][CH2:47][CH:46]([NH2:50])[CH2:45]1.CN(C(ON1N=NC2C=CC=NC1=2)=[N+](C)C)C.F[P-](F)(F)(F)(F)F.CCN(C(C)C)C(C)C, predict the reaction product. The product is: [F:40][C:41]1[CH:56]=[CH:55][CH:54]=[CH:53][C:42]=1[CH2:43][C:44]1([O:51][CH3:52])[CH2:49][CH2:48][CH2:47][CH:46]([NH:50][C:17]([C:14]2[CH:15]=[C:16]3[C:11](=[CH:12][CH:13]=2)[N:10]([C:20]([C:21]2[CH:26]=[CH:25][CH:24]=[CH:23][CH:22]=2)([C:33]2[CH:38]=[CH:37][CH:36]=[CH:35][CH:34]=2)[C:27]2[CH:28]=[CH:29][CH:30]=[CH:31][CH:32]=2)[N:9]=[C:8]3[C:6]2[CH:5]=[CH:4][N:3]=[C:2]([CH3:1])[CH:7]=2)=[O:19])[CH2:45]1. (5) Given the reactants [Cl:1][C:2]1[CH:3]=[CH:4][C:5]([C:25]#[N:26])=[C:6]([C:8]2[C:13]([O:14][CH3:15])=[CH:12][N:11]([CH2:16][C:17]([O:19][C:20]([CH3:23])([CH3:22])[CH3:21])=[O:18])[C:10](=[O:24])[CH:9]=2)[CH:7]=1.Br[CH2:28][C:29]#[CH:30], predict the reaction product. The product is: [Cl:1][C:2]1[CH:3]=[CH:4][C:5]([C:25]#[N:26])=[C:6]([C:8]2[C:13]([O:14][CH3:15])=[CH:12][N:11]([CH:16]([CH2:30][C:29]#[CH:28])[C:17]([O:19][C:20]([CH3:21])([CH3:22])[CH3:23])=[O:18])[C:10](=[O:24])[CH:9]=2)[CH:7]=1. (6) Given the reactants C1(P(C2CCCCC2)C2C=CC=CC=2C2C(OC)=CC=CC=2OC)CCCCC1.C(=O)([O-])[O-].[K+].[K+].CC1(C)C(C)(C)OB([C:44]2[CH:56]=[CH:55][CH:54]=[CH:53][C:45]=2[CH2:46][N:47]2[CH2:52][CH2:51][O:50][CH2:49][CH2:48]2)O1.[C:58]([O:62][C:63](=[O:91])[NH:64][C@H:65]1[CH2:70][CH2:69][C@@H:68]([N:71]2[C:76](=[O:77])[C:75]3[CH:78]=[C:79]([F:82])[CH:80]=[N:81][C:74]=3[N:73]([C:83]3[CH:88]=[CH:87][CH:86]=[C:85](I)[CH:84]=3)[C:72]2=[O:90])[CH2:67][CH2:66]1)([CH3:61])([CH3:60])[CH3:59], predict the reaction product. The product is: [C:58]([O:62][C:63](=[O:91])[NH:64][C@H:65]1[CH2:70][CH2:69][C@@H:68]([N:71]2[C:76](=[O:77])[C:75]3[CH:78]=[C:79]([F:82])[CH:80]=[N:81][C:74]=3[N:73]([C:83]3[CH:88]=[C:87]([C:44]4[CH:56]=[CH:55][CH:54]=[CH:53][C:45]=4[CH2:46][N:47]4[CH2:48][CH2:49][O:50][CH2:51][CH2:52]4)[CH:86]=[CH:85][CH:84]=3)[C:72]2=[O:90])[CH2:67][CH2:66]1)([CH3:61])([CH3:59])[CH3:60]. (7) Given the reactants Cl[C:2]1[CH:7]=[CH:6][C:5]([S:8]([NH2:11])(=[O:10])=[O:9])=[CH:4][C:3]=1[N+:12]([O-:14])=[O:13].[F:15][CH2:16][CH:17]([N:20]1[CH2:23][CH:22]([NH2:24])[CH2:21]1)[CH2:18][F:19].C(NC(C)C)(C)C, predict the reaction product. The product is: [F:15][CH2:16][CH:17]([N:20]1[CH2:23][CH:22]([NH:24][C:2]2[CH:7]=[CH:6][C:5]([S:8]([NH2:11])(=[O:10])=[O:9])=[CH:4][C:3]=2[N+:12]([O-:14])=[O:13])[CH2:21]1)[CH2:18][F:19]. (8) Given the reactants CC(C)([O-])C.[Na+].[C:7]([O:13][CH3:14])(=[O:12])[C:8]([O:10]C)=O.[C:15]([C:18]1[C:19](=[O:39])[N:20]([CH2:32][C:33]2[CH:38]=[CH:37][CH:36]=[CH:35][CH:34]=2)[C:21](=[O:31])[N:22]([CH2:24][C:25]2[CH:30]=[CH:29][CH:28]=[CH:27][CH:26]=2)[CH:23]=1)(=[O:17])[CH3:16], predict the reaction product. The product is: [CH2:24]([N:22]1[CH:23]=[C:18]([C:15](=[O:17])[CH:16]=[C:8]([OH:10])[C:7]([O:13][CH3:14])=[O:12])[C:19](=[O:39])[N:20]([CH2:32][C:33]2[CH:38]=[CH:37][CH:36]=[CH:35][CH:34]=2)[C:21]1=[O:31])[C:25]1[CH:26]=[CH:27][CH:28]=[CH:29][CH:30]=1. (9) Given the reactants [Cl:1][CH2:2][CH2:3][CH2:4][S:5]([O:8][CH2:9][C:10]([CH3:26])([CH3:25])[C@@H:11]([O:15][CH2:16][C:17]1[CH:22]=[CH:21][C:20]([O:23][CH3:24])=[CH:19][CH:18]=1)[C:12]([OH:14])=[O:13])(=[O:7])=[O:6].C(Cl)(=O)C(Cl)=O.[CH2:33](O)[C:34]1[CH:39]=[CH:38][CH:37]=[CH:36][CH:35]=1.N1C=CC=CC=1, predict the reaction product. The product is: [Cl:1][CH2:2][CH2:3][CH2:4][S:5]([O:8][CH2:9][C:10]([CH3:26])([CH3:25])[C@@H:11]([O:15][CH2:16][C:17]1[CH:22]=[CH:21][C:20]([O:23][CH3:24])=[CH:19][CH:18]=1)[C:12]([O:14][CH2:33][C:34]1[CH:39]=[CH:38][CH:37]=[CH:36][CH:35]=1)=[O:13])(=[O:7])=[O:6].